This data is from Forward reaction prediction with 1.9M reactions from USPTO patents (1976-2016). The task is: Predict the product of the given reaction. (1) Given the reactants [Cl-].[C:2]([NH:5][NH:6][C:7]([C:9]1[CH:10]=[NH+:11][CH:12]=[CH:13][CH:14]=1)=[O:8])(=[S:4])[NH2:3].Br[CH2:16][C:17]([C:19]1[C:20](=[O:34])[O:21][C:22]2[C:27]([CH:28]=1)=[CH:26][CH:25]=[C:24]([N:29]([CH2:32][CH3:33])[CH2:30][CH3:31])[CH:23]=2)=O, predict the reaction product. The product is: [CH2:32]([N:29]([CH2:30][CH3:31])[C:24]1[CH:23]=[C:22]2[C:27]([CH:28]=[C:19]([C:17]3[N:3]=[C:2]([NH:5][NH:6][C:7](=[O:8])[C:9]4[CH:14]=[CH:13][CH:12]=[N:11][CH:10]=4)[S:4][CH:16]=3)[C:20](=[O:34])[O:21]2)=[CH:26][CH:25]=1)[CH3:33]. (2) Given the reactants [CH3:1][O:2][C:3]1[N:4]=[C:5]2[C:10](=[CH:11][CH:12]=1)[N:9]=[CH:8][CH:7]=[C:6]2[OH:13].C1C(=O)N([Cl:21])C(=O)C1, predict the reaction product. The product is: [Cl:21][C:7]1[CH:8]=[N:9][C:10]2[C:5]([C:6]=1[OH:13])=[N:4][C:3]([O:2][CH3:1])=[CH:12][CH:11]=2. (3) Given the reactants [CH3:1][O:2][C:3]1[CH:4]=[C:5]2[C:10](=[CH:11][C:12]=1[O:13][CH3:14])[N:9]=[CH:8][N:7]=[C:6]2[O:15][C:16]1[CH:22]=[CH:21][C:19]([NH2:20])=[CH:18][CH:17]=1.Cl[C:24](Cl)([O:26][C:27](=[O:33])OC(Cl)(Cl)Cl)Cl.[CH:35]1(CO)[CH2:40][CH2:39][CH2:38][CH2:37][CH2:36]1.C(=O)(O)[O-].[Na+], predict the reaction product. The product is: [CH3:1][O:2][C:3]1[CH:4]=[C:5]2[C:10](=[CH:11][C:12]=1[O:13][CH3:14])[N:9]=[CH:8][N:7]=[C:6]2[O:15][C:16]1[CH:22]=[CH:21][C:19]([NH:20][C:27](=[O:33])[O:26][CH2:24][CH:35]2[CH2:40][CH2:39][CH2:38][CH2:37][CH2:36]2)=[CH:18][CH:17]=1. (4) Given the reactants [OH:1][CH2:2][C:3]1[CH:8]=[C:7]([O:9][CH3:10])[CH:6]=[C:5]([N:11]=[N:12][C:13]2[CH:18]=[CH:17][CH:16]=[CH:15][C:14]=2[N+:19]([O-])=O)[C:4]=1[OH:22].[OH-].[Na+].C(S(O)=O)(N)=N.Cl, predict the reaction product. The product is: [N:12]1[N:11]([C:5]2[CH:6]=[C:7]([O:9][CH3:10])[CH:8]=[C:3]([CH2:2][OH:1])[C:4]=2[OH:22])[N:19]=[C:14]2[CH:15]=[CH:16][CH:17]=[CH:18][C:13]=12. (5) The product is: [CH:12]([O:6][C:5](=[O:7])[C:4]1[CH:8]=[C:9]([CH3:11])[N:10]=[C:2]([Cl:1])[CH:3]=1)([CH3:14])[CH3:13]. Given the reactants [Cl:1][C:2]1[CH:3]=[C:4]([CH:8]=[C:9]([CH3:11])[N:10]=1)[C:5]([OH:7])=[O:6].[CH:12](O)([CH3:14])[CH3:13], predict the reaction product.